This data is from Catalyst prediction with 721,799 reactions and 888 catalyst types from USPTO. The task is: Predict which catalyst facilitates the given reaction. (1) Reactant: Cl[C:2]1[C:7]([C:8]([F:11])([F:10])[F:9])=[CH:6][N:5]=[C:4]([NH:12][C:13]2[CH:27]=[CH:26][C:16]([CH2:17][P:18](=[O:25])([O:22][CH2:23][CH3:24])[O:19][CH2:20][CH3:21])=[CH:15][C:14]=2[O:28][CH3:29])[N:3]=1.[NH2:30][C:31]1[CH:32]=[CH:33][C:34]([N:42]2[CH2:47][CH2:46][NH:45][CH:44]([C:48]([O:50]C)=[O:49])[CH2:43]2)=[C:35]2[C:39]=1[C:38](=[O:40])[N:37]([CH3:41])[CH2:36]2.[F:52][C:53]([F:58])([F:57])[C:54]([OH:56])=[O:55].C(O)C(F)(F)F.O.[OH-].[Li+]. Product: [CH2:20]([O:19][P:18]([CH2:17][C:16]1[CH:26]=[CH:27][C:13]([NH:12][C:4]2[N:3]=[C:2]([NH:30][C:31]3[CH:32]=[CH:33][C:34]([N:42]4[CH2:47][CH2:46][NH:45][CH:44]([C:48]([OH:50])=[O:49])[CH2:43]4)=[C:35]4[C:39]=3[C:38](=[O:40])[N:37]([CH3:41])[CH2:36]4)[C:7]([C:8]([F:11])([F:10])[F:9])=[CH:6][N:5]=2)=[C:14]([O:28][CH3:29])[CH:15]=1)([O:22][CH2:23][CH3:24])=[O:25])[CH3:21].[F:52][C:53]([F:58])([F:57])[C:54]([OH:56])=[O:55]. The catalyst class is: 799. (2) The catalyst class is: 872. Product: [Cl:11][C:12]1[CH:13]=[CH:14][C:15]([N:18]2[C:4]([C:3]3[CH:7]=[CH:8][CH:9]=[CH:10][C:2]=3[F:1])=[N:25][C:24]3[C:19]2=[N:20][CH:21]=[N:22][C:23]=3[N:26]2[CH2:30][CH2:29][CH2:28][CH2:27]2)=[CH:16][CH:17]=1. Reactant: [F:1][C:2]1[CH:10]=[CH:9][CH:8]=[CH:7][C:3]=1[C:4](O)=O.[Cl:11][C:12]1[CH:17]=[CH:16][C:15]([NH:18][C:19]2[C:24]([NH2:25])=[C:23]([N:26]3[CH2:30][CH2:29][CH2:28][CH2:27]3)[N:22]=[CH:21][N:20]=2)=[CH:14][CH:13]=1. (3) Reactant: [Br:1][C:2]1[C:7]2[O:8][CH2:9][C:10](=[O:12])[NH:11][C:6]=2[CH:5]=[C:4]([C:13]([OH:15])=O)[CH:3]=1.C(Cl)(=O)C([Cl:19])=O. Product: [Br:1][C:2]1[C:7]2[O:8][CH2:9][C:10](=[O:12])[NH:11][C:6]=2[CH:5]=[C:4]([C:13]([Cl:19])=[O:15])[CH:3]=1. The catalyst class is: 118. (4) Reactant: O=S(Cl)[Cl:3].[Cl:5][C:6]1[CH:11]=[C:10]([CH2:12]O)[CH:9]=[CH:8][N:7]=1. Product: [Cl:5][C:6]1[CH:11]=[C:10]([CH2:12][Cl:3])[CH:9]=[CH:8][N:7]=1. The catalyst class is: 2. (5) Reactant: [Cl:1][C:2]1[N:7]=[CH:6][C:5]([CH2:8][C:9]2[C:18]3[C:13](=[CH:14][CH:15]=[CH:16][CH:17]=3)[C:12]([O:19]C)=[C:11]([C:21]([O:23]C)=[O:22])[CH:10]=2)=[CH:4][CH:3]=1.B(Br)(Br)Br.CO.Br. Product: [Cl:1][C:2]1[N:7]=[CH:6][C:5]([CH2:8][C:9]2[C:18]3[C:13](=[CH:14][CH:15]=[CH:16][CH:17]=3)[C:12]([OH:19])=[C:11]([C:21]([OH:23])=[O:22])[CH:10]=2)=[CH:4][CH:3]=1. The catalyst class is: 4. (6) Reactant: Cl[C:2]1[N:10]=[C:9]([O:11][CH2:12][C:13]([F:16])([F:15])[F:14])[C:8]([F:17])=[CH:7][C:3]=1[C:4]([OH:6])=[O:5].C(N(CC)CC)C. Product: [F:17][C:8]1[C:9]([O:11][CH2:12][C:13]([F:15])([F:16])[F:14])=[N:10][CH:2]=[C:3]([CH:7]=1)[C:4]([OH:6])=[O:5]. The catalyst class is: 50. (7) Product: [CH3:6][CH:5]([O:7][C@H:8]([CH3:40])[C@@H:9]([C:36]([OH:38])=[O:37])[NH:10][C:11]([C:13]1[C:22]([NH:23][C:24]([NH:26][C:27]2[C:32]([CH3:33])=[CH:31][C:30]([CH3:34])=[CH:29][C:28]=2[CH3:35])=[O:25])=[CH:21][C:20]2[C:15](=[CH:16][CH:17]=[CH:18][CH:19]=2)[CH:14]=1)=[O:12])[CH3:4]. Reactant: O.[OH-].[Li+].[CH3:4][CH:5]([O:7][C@H:8]([CH3:40])[C@@H:9]([C:36]([O:38]C)=[O:37])[NH:10][C:11]([C:13]1[C:22]([NH:23][C:24]([NH:26][C:27]2[C:32]([CH3:33])=[CH:31][C:30]([CH3:34])=[CH:29][C:28]=2[CH3:35])=[O:25])=[CH:21][C:20]2[C:15](=[CH:16][CH:17]=[CH:18][CH:19]=2)[CH:14]=1)=[O:12])[CH3:6].O.Cl. The catalyst class is: 12. (8) Reactant: [CH3:1][S:2]([N:5]1[C:10]2[CH:11]=[C:12]([CH2:15][N:16]3[CH2:21][CH2:20][NH:19][CH2:18][CH2:17]3)[CH:13]=[CH:14][C:9]=2[O:8][CH2:7][CH2:6]1)(=[O:4])=[O:3].Br[CH2:23][CH2:24][O:25][C:26]1[CH:35]=[CH:34][CH:33]=[C:32]2[C:27]=1[CH:28]=[CH:29][C:30]([CH3:36])=[N:31]2.C(N(CC)C(C)C)(C)C. Product: [CH3:1][S:2]([N:5]1[C:10]2[CH:11]=[C:12]([CH2:15][N:16]3[CH2:17][CH2:18][N:19]([CH2:23][CH2:24][O:25][C:26]4[CH:35]=[CH:34][CH:33]=[C:32]5[C:27]=4[CH:28]=[CH:29][C:30]([CH3:36])=[N:31]5)[CH2:20][CH2:21]3)[CH:13]=[CH:14][C:9]=2[O:8][CH2:7][CH2:6]1)(=[O:4])=[O:3]. The catalyst class is: 32. (9) Reactant: [CH2:1]([O:3][CH:4]1[CH2:9][CH2:8][CH:7]([C:10]2[CH:15]=[CH:14][C:13]([CH:16]3[CH2:21][CH2:20][CH:19]([CH:22]4[CH2:27][CH2:26][C:25](=[CH:28][O:29]C)[CH2:24][CH2:23]4)[CH2:18][CH2:17]3)=[C:12]([F:31])[CH:11]=2)[CH2:6][CH2:5]1)[CH3:2].CC(C)=O.Cl.O. Product: [CH2:1]([O:3][CH:4]1[CH2:5][CH2:6][CH:7]([C:10]2[CH:15]=[CH:14][C:13]([CH:16]3[CH2:21][CH2:20][CH:19]([CH:22]4[CH2:27][CH2:26][CH:25]([CH:28]=[O:29])[CH2:24][CH2:23]4)[CH2:18][CH2:17]3)=[C:12]([F:31])[CH:11]=2)[CH2:8][CH2:9]1)[CH3:2]. The catalyst class is: 11. (10) Reactant: O[C:2]1[CH:10]=[C:9]2[C:5]([CH:6]=[CH:7][NH:8]2)=[CH:4][CH:3]=1.C1C=CC(N([S:18]([C:21]([F:24])([F:23])[F:22])(=[O:20])=[O:19])[S:18]([C:21]([F:24])([F:23])[F:22])(=[O:20])=[O:19])=CC=1.C(N(CC)CC)C. Product: [F:22][C:21]([F:24])([F:23])[S:18]([C:2]1[CH:10]=[C:9]2[C:5]([CH:6]=[CH:7][NH:8]2)=[CH:4][CH:3]=1)(=[O:20])=[O:19]. The catalyst class is: 2.